Dataset: Full USPTO retrosynthesis dataset with 1.9M reactions from patents (1976-2016). Task: Predict the reactants needed to synthesize the given product. (1) Given the product [Br:1][C:2]1[CH:7]=[CH:6][C:5]([CH:8]([C:19]2[CH:24]=[CH:23][CH:22]=[CH:21][C:20]=2[C:25]([F:28])([F:27])[F:26])[CH2:9]/[C:10](/[C:12]2[CH:17]=[CH:16][N:15]=[C:14]([CH3:18])[CH:13]=2)=[N:30]\[OH:31])=[CH:4][CH:3]=1, predict the reactants needed to synthesize it. The reactants are: [Br:1][C:2]1[CH:7]=[CH:6][C:5]([CH:8]([C:19]2[CH:24]=[CH:23][CH:22]=[CH:21][C:20]=2[C:25]([F:28])([F:27])[F:26])[CH2:9][C:10]([C:12]2[CH:17]=[CH:16][N:15]=[C:14]([CH3:18])[CH:13]=2)=O)=[CH:4][CH:3]=1.Cl.[NH2:30][OH:31].C(=O)([O-])O.[Na+].[NH4+].[Cl-]. (2) The reactants are: C([O:5][C:6](=[O:31])[CH:7]([O:9][C@H:10]1[CH2:15][CH2:14][C@H:13]([N:16]([CH3:30])[S:17]([C:20]2[CH:25]=[CH:24][C:23]([C:26]([F:29])([F:28])[F:27])=[CH:22][CH:21]=2)(=[O:19])=[O:18])[CH2:12][CH2:11]1)[CH3:8])(C)(C)C.FC(F)(F)C(O)=O. Given the product [CH3:30][N:16]([S:17]([C:20]1[CH:25]=[CH:24][C:23]([C:26]([F:28])([F:29])[F:27])=[CH:22][CH:21]=1)(=[O:19])=[O:18])[C@H:13]1[CH2:14][CH2:15][C@H:10]([O:9][CH:7]([CH3:8])[C:6]([OH:31])=[O:5])[CH2:11][CH2:12]1, predict the reactants needed to synthesize it. (3) Given the product [F:14][C:15]1[CH:16]=[CH:17][C:18]([OH:24])=[C:19]([C:20]2[O:1][N:2]=[C:3]([C:5]3[C:10]([N+:11]([O-:13])=[O:12])=[CH:9][CH:8]=[CH:7][N:6]=3)[N:4]=2)[CH:23]=1, predict the reactants needed to synthesize it. The reactants are: [OH:1][NH:2][C:3]([C:5]1[C:10]([N+:11]([O-:13])=[O:12])=[CH:9][CH:8]=[CH:7][N:6]=1)=[NH:4].[F:14][C:15]1[CH:23]=[C:19]([C:20](O)=O)[C:18]([OH:24])=[CH:17][CH:16]=1. (4) Given the product [C:27]([O:31][C:32]([NH:34][C@H:35]([C:46]([NH:16][C@@H:15]([C:14]([NH:13][CH2:12][C@H:11]([NH:10][C:9]([O:8][CH2:1][C:2]1[CH:7]=[CH:6][CH:5]=[CH:4][CH:3]=1)=[O:26])[CH2:19][C:20]1[CH:25]=[CH:24][CH:23]=[CH:22][CH:21]=1)=[O:18])[CH3:17])=[O:47])[CH2:36][C:37]1[C:38]([CH3:45])=[CH:39][C:40]([OH:44])=[CH:41][C:42]=1[CH3:43])=[O:33])([CH3:29])([CH3:30])[CH3:28], predict the reactants needed to synthesize it. The reactants are: [CH2:1]([O:8][C:9](=[O:26])[NH:10][C@H:11]([CH2:19][C:20]1[CH:25]=[CH:24][CH:23]=[CH:22][CH:21]=1)[CH2:12][NH:13][C:14](=[O:18])[C@@H:15]([CH3:17])[NH2:16])[C:2]1[CH:7]=[CH:6][CH:5]=[CH:4][CH:3]=1.[C:27]([O:31][C:32]([NH:34][C@H:35]([C:46](O)=[O:47])[CH2:36][C:37]1[C:42]([CH3:43])=[CH:41][C:40]([OH:44])=[CH:39][C:38]=1[CH3:45])=[O:33])([CH3:30])([CH3:29])[CH3:28].Cl.CN(C)CCCN=C=NCC.O.ON1C2C=CC=CC=2N=N1.CN1CCOCC1. (5) Given the product [OH:21][C@H:20]([C@@H:18]([OH:19])[C:17]([OH:26])=[O:25])[C:22]([OH:24])=[O:23].[CH2:1]([N:8]1[CH2:12][C@@H:11]2[C@@H:13]([NH2:16])[CH2:14][CH2:15][C@@H:10]2[CH2:9]1)[C:2]1[CH:3]=[CH:4][CH:5]=[CH:6][CH:7]=1, predict the reactants needed to synthesize it. The reactants are: [CH2:1]([N:8]1[CH2:12][C@@H:11]2[C@@H:13]([NH2:16])[CH2:14][CH2:15][C@@H:10]2[CH2:9]1)[C:2]1[CH:7]=[CH:6][CH:5]=[CH:4][CH:3]=1.[C:17]([OH:26])(=[O:25])[C@@H:18]([C@H:20]([C:22]([OH:24])=[O:23])[OH:21])[OH:19].